The task is: Predict the reactants needed to synthesize the given product.. This data is from Full USPTO retrosynthesis dataset with 1.9M reactions from patents (1976-2016). Given the product [CH2:27]([O:37][CH:36]([CH3:35])[CH:1]([B:19]([OH:21])[OH:20])[Cl:3])[C:22]1[CH:23]=[CH:24][CH:25]=[CH:26][CH:30]=1.[C:22]12([OH:33])[CH2:30][CH:26]([C:27]1([CH3:29])[CH3:28])[CH2:25][CH2:24][C:23]2([OH:32])[CH3:31], predict the reactants needed to synthesize it. The reactants are: [CH2:1]([Cl:3])Cl.[Li]CCCC.C(OC([B:19]([OH:21])[OH:20])C)C1C=CC=CC=1.[C:22]12([OH:33])[CH2:30][CH:26]([C:27]1([CH3:29])[CH3:28])[CH2:25][CH2:24][C:23]2([OH:32])[CH3:31].C1C[O:37][CH2:36][CH2:35]1.